The task is: Token-level Classification. Given an antigen amino acid sequence, predict which amino acid positions are active epitope sites capable of antibody binding. Output is a list of indices for active positions.. This data is from B-cell epitopes from PDB crystal structures with 447 antigens. (1) Given the antigen sequence: EKKVCNGIGIGEFKDSLSINATNIKHFKNCTSISGDLHILPVAFRGDSFTHTPPLDPQELDILKTVKEITGFLLIQAWPENRTDLHAFENLEIIRGRTKQHGQFSLAVVSLNITSLGLRSLKEISDGDVIISGNKNLCYANTINWKKLFGTSGQKTKIISNRGENSCKATGQVCHALCSPEGCWGPEPRDCVSC, which amino acid positions are active epitope sites? The epitope positions are: [39, 40, 41, 42, 44, 75, 77, 79, 99, 100, 101, 102, 103, 105, 108, 109, 110, 111, 129, 131... (34 total positions)]. The amino acids at these positions are: LPVARQWEQHGQFLVSLNISGNKLTKIISN.... (2) Given the antigen sequence: RRRQLIRQLLERDKTPLAILFMAAVVGTLVGLAAVAFDKGVAWLQNQRMGALVHTADNYPLLLTVAFLCSAVLAMFGYFLVRKYAPEAGGSGIPEIEGALEDQRPVRWWRVLPVKFFGGLGTLGGGMVLGRAGPTVQIGGNIGRMVLDIFRLKGDEARHTLLATGAAAGLAAAFNAPLAGILFIIEEMRPQFRYTLISIKAVFIGVIMSTIMYRIFNHEVALIDVGKLSDAPLNTLWLYLILGIIFGIFGPIFNKWVLGMQDLLHRVHGGNITKWVLMGGAIGGLCGLLGFVAPATSGGGFNLIPIATAGNFSMGMLVFIFVARVITTLLCFSSGAPGGIFAPMLALGTVLGTAFGMVAVELFPQYHLEAGTFAIAGMGALLAASIRAPLTGIILVLEMTDNYQLILPMIITGLGATLLAQFTGGKPLASAILARTLAKQEAEQ, which amino acid positions are active epitope sites? The epitope positions are: [213, 214, 216, 217, 218, 226, 229, 231, 232, 233, 363, 364, 365, 366]. The amino acids at these positions are: RINHEKDPLNPQYH. (3) Given the antigen sequence: GDVEKGKKIFVQKCAQCHTVEKGGKHKTGPNLHGLFGRKTGQAPGFTYTDANKNKGITWKEETLMEYLENPKKYIPGTKMIFAGIKKKTEREDLIAYLKKATNE, which amino acid positions are active epitope sites? The epitope positions are: [35, 36, 57, 59, 60, 61, 95, 98, 99, 102, 103]. The amino acids at these positions are: FGTKEEAKKNE. (4) Given the antigen sequence: DSDIAFLIDGSGSIIPHDFRRMKEFVSTVMEQLKKSKTLFSLMQYSEEFRIHFTFKEFQNNPNPRSLVKPITQLLGRTHTATGIRKVVRELFNITNGARKNAFKILVVITDGEKFGDPLGYEDVIPEADREGVIRYVIGVGDAFRSEKSRQELNTIASKPPRDHVFQVNNFEALKTIQNQLREKG, which amino acid positions are active epitope sites? The epitope positions are: [10, 11, 12, 46, 47, 48, 49, 73, 74, 75, 76, 77, 111, 112, 114, 115]. The amino acids at these positions are: SGSEEFRLLGRTGEFG. (5) Given the antigen sequence: IVGGWECEKHSQPWQVLVASRGRAVCGGVLVHPQWVLTAAHCIRNKSVILLGRHSLFHPEDTGQVFQVSHSFPHPLYDMSLLKNRFLRPGDDSSHDLMLLRLSEPAELTDAVKVMDLPTQEPALGTTCYASGWGSIEPEEFLTPKKLQCVDLHVISNDVCAQVHPQKVTKFMLCAGRWTGGKSTCSGDSGGPLVCNGVLQGITSWGSEPCALPERPSLYTKVVHYRKWIKDTIVANP, which amino acid positions are active epitope sites? The epitope positions are: [73, 74, 75, 76, 91, 94, 118, 166, 169, 170, 223, 224, 225, 226, 227, 229]. The amino acids at these positions are: HPLYDHTKKFHYRKWK.